Task: Predict the product of the given reaction.. Dataset: Forward reaction prediction with 1.9M reactions from USPTO patents (1976-2016) (1) Given the reactants [CH3:1][Si:2]([C:5]#[CH:6])([CH3:4])[CH3:3].[Li]CCCC.[Si:12]([O:29][C@@H:30]1[CH2:47][CH2:46][C@@:45]2([CH3:48])[C@@H:32]([CH2:33][CH2:34][C@@H:35]3[C@@H:44]2[CH2:43][CH2:42][C@@:40]2([CH3:41])[C@H:36]3[CH2:37][CH2:38][C@@H:39]2[CH:49]=[O:50])[CH2:31]1)([C:25]([CH3:28])([CH3:27])[CH3:26])([C:19]1[CH:24]=[CH:23][CH:22]=[CH:21][CH:20]=1)[C:13]1[CH:18]=[CH:17][CH:16]=[CH:15][CH:14]=1, predict the reaction product. The product is: [CH3:1][Si:2]([CH3:4])([CH3:3])[C:5]#[C:6][CH:49]([C@H:39]1[CH2:38][CH2:37][C@H:36]2[C@H:35]3[C@H:44]([CH2:43][CH2:42][C@:40]12[CH3:41])[C@:45]1([CH3:48])[C@H:32]([CH2:31][C@H:30]([O:29][Si:12]([C:25]([CH3:28])([CH3:27])[CH3:26])([C:19]2[CH:20]=[CH:21][CH:22]=[CH:23][CH:24]=2)[C:13]2[CH:18]=[CH:17][CH:16]=[CH:15][CH:14]=2)[CH2:47][CH2:46]1)[CH2:33][CH2:34]3)[OH:50]. (2) Given the reactants [CH3:1][O:2][C:3](=[O:11])[C:4]([CH2:9][NH2:10])([CH2:7][CH3:8])[CH2:5][CH3:6].[CH3:12][C:13]([CH3:15])=O.C(O[BH-](OC(=O)C)OC(=O)C)(=O)C.[Na+], predict the reaction product. The product is: [CH3:1][O:2][C:3](=[O:11])[C:4]([CH2:5][CH3:6])([CH2:9][NH:10][CH:13]([CH3:15])[CH3:12])[CH2:7][CH3:8].